This data is from hERG potassium channel inhibition data for cardiac toxicity prediction from Karim et al.. The task is: Regression/Classification. Given a drug SMILES string, predict its toxicity properties. Task type varies by dataset: regression for continuous values (e.g., LD50, hERG inhibition percentage) or binary classification for toxic/non-toxic outcomes (e.g., AMES mutagenicity, cardiotoxicity, hepatotoxicity). Dataset: herg_karim. (1) The compound is O=S(=O)(NCC1CCC(c2nc(-c3cccc(C(F)(F)F)c3)c[nH]2)CC1)c1ccccc1. The result is 1 (blocker). (2) The molecule is Cc1nc(NC(=O)c2cc(CNC(=O)C(C)C)cnc2C(F)F)[nH]c1-c1ccc(C(F)(F)F)cc1. The result is 1 (blocker). (3) The molecule is COc1ccc(Oc2cc(C)c(-c3csc(NC(=O)c4ccncc4)n3)c(C)c2)cc1. The result is 0 (non-blocker). (4) The molecule is CCOc1cc2ncc(C(N)=O)c(Nc3cccc(Cl)c3F)c2cc1N1CCN(C)CC1. The result is 1 (blocker). (5) The molecule is CCN(CC)CCCNc1nnc(-c2ccc(NC(=O)c3ccccc3F)cc2)o1. The result is 0 (non-blocker).